Dataset: Reaction yield outcomes from USPTO patents with 853,638 reactions. Task: Predict the reaction yield, written as a fraction of the theoretical maximum amount of product (1.0 means a 100% yield; for example, 0.34 means a 34% yield). (1) The catalyst is O. The reactants are [Cl:1][S:2]([OH:5])(=O)=[O:3].[NH:6]1[C:14]2[C:9](=[CH:10][CH:11]=[CH:12][CH:13]=2)[CH2:8][C:7]1=[O:15]. The product is [Cl:1][S:2]([C:11]1[CH:10]=[C:9]2[C:14](=[CH:13][CH:12]=1)[NH:6][C:7](=[O:15])[CH2:8]2)(=[O:5])=[O:3]. The yield is 0.500. (2) The reactants are [CH3:1][O:2][C:3]1[CH:12]=[CH:11][C:6]2[C:7](=[O:10])[CH2:8][O:9][C:5]=2[C:4]=1/[CH:13]=[CH:14]\[CH2:15][CH:16]1[CH2:21][CH2:20][N:19]([C:22]([O:24][C:25]([CH3:28])([CH3:27])[CH3:26])=[O:23])[CH2:18][CH2:17]1.[NH:29]1[C:37]2[C:32](=[CH:33][CH:34]=[CH:35][CH:36]=2)[C:31]([CH:38]=O)=[N:30]1. The catalyst is CO.N1CCCCC1. The product is [NH:29]1[C:37]2[C:32](=[CH:33][CH:34]=[CH:35][CH:36]=2)[C:31](/[CH:38]=[C:8]2\[O:9][C:5]3[C:4](/[CH:13]=[CH:14]\[CH2:15][CH:16]4[CH2:21][CH2:20][N:19]([C:22]([O:24][C:25]([CH3:28])([CH3:27])[CH3:26])=[O:23])[CH2:18][CH2:17]4)=[C:3]([O:2][CH3:1])[CH:12]=[CH:11][C:6]=3[C:7]\2=[O:10])=[N:30]1. The yield is 0.680.